From a dataset of Full USPTO retrosynthesis dataset with 1.9M reactions from patents (1976-2016). Predict the reactants needed to synthesize the given product. (1) Given the product [F:41][CH2:40][C@:27]1([C:30]([O:32][CH2:33][C:34]2[CH:35]=[CH:36][CH:37]=[CH:38][CH:39]=2)=[O:31])[CH2:28][CH2:29][C:24]([C:11]2[C:12]([CH3:22])([CH3:23])[C@H:13]3[C@:8]([CH3:42])([CH2:9][CH:10]=2)[C@@H:7]2[C@:16]([CH3:21])([C@@:17]4([CH3:20])[C@H:4]([CH2:5][CH2:6]2)[C@H:3]2[C@H:43]([C:46]([CH3:48])=[CH2:47])[CH2:44][CH2:45][C@:2]2([NH:1][CH2:55][CH2:54][C:50]2([OH:49])[CH2:53][O:52][CH2:51]2)[CH2:19][CH2:18]4)[CH2:15][CH2:14]3)=[CH:25][CH2:26]1, predict the reactants needed to synthesize it. The reactants are: [NH2:1][C@:2]12[CH2:45][CH2:44][C@@H:43]([C:46]([CH3:48])=[CH2:47])[C@@H:3]1[C@@H:4]1[C@@:17]([CH3:20])([CH2:18][CH2:19]2)[C@@:16]2([CH3:21])[C@@H:7]([C@:8]3([CH3:42])[C@@H:13]([CH2:14][CH2:15]2)[C:12]([CH3:23])([CH3:22])[C:11]([C:24]2[CH2:29][CH2:28][C@:27]([CH2:40][F:41])([C:30]([O:32][CH2:33][C:34]4[CH:39]=[CH:38][CH:37]=[CH:36][CH:35]=4)=[O:31])[CH2:26][CH:25]=2)=[CH:10][CH2:9]3)[CH2:6][CH2:5]1.[OH:49][C:50]1([CH2:54][CH:55]=O)[CH2:53][O:52][CH2:51]1.C(=O)(O)[O-].[Na+].C(=O)([O-])[O-].[Na+].[Na+]. (2) Given the product [Cl:15][C:11]1[CH:10]=[C:9]2[C:14]([C:6]([NH:5][C:3](=[O:4])[CH2:2][N:16]3[CH:20]=[N:19][CH:18]=[N:17]3)=[N:7][NH:8]2)=[CH:13][CH:12]=1, predict the reactants needed to synthesize it. The reactants are: Cl[CH2:2][C:3]([NH:5][C:6]1[C:14]2[C:9](=[CH:10][C:11]([Cl:15])=[CH:12][CH:13]=2)[NH:8][N:7]=1)=[O:4].[NH:16]1[CH:20]=[N:19][CH:18]=[N:17]1.C(=O)([O-])[O-].[K+].[K+].